This data is from Forward reaction prediction with 1.9M reactions from USPTO patents (1976-2016). The task is: Predict the product of the given reaction. (1) Given the reactants [C:1]([O:5][C:6]([N:8]1[CH2:12][C@H:11]([CH2:13][C:14]2[CH:19]=[CH:18][CH:17]=[C:16]([CH:20]([CH3:22])[CH3:21])[CH:15]=2)[C@@H:10]([CH:23]=O)[CH2:9]1)=[O:7])([CH3:4])([CH3:3])[CH3:2].[Cl:25][C:26]1[CH:32]=[CH:31][C:29]([NH2:30])=[CH:28][CH:27]=1.[BH-](OC(C)=O)(OC(C)=O)OC(C)=O.[Na+], predict the reaction product. The product is: [C:1]([O:5][C:6]([N:8]1[CH2:12][C@H:11]([CH2:13][C:14]2[CH:19]=[CH:18][CH:17]=[C:16]([CH:20]([CH3:22])[CH3:21])[CH:15]=2)[C@H:10]([CH2:23][NH:30][C:29]2[CH:31]=[CH:32][C:26]([Cl:25])=[CH:27][CH:28]=2)[CH2:9]1)=[O:7])([CH3:4])([CH3:3])[CH3:2]. (2) Given the reactants [C:1](#[N:3])[CH3:2].C([Li])CCC.[F:9][C:10]1([F:20])[CH2:12][CH:11]1[C:13](OCCCC)=[O:14].Cl, predict the reaction product. The product is: [F:9][C:10]1([F:20])[CH2:12][CH:11]1[C:13](=[O:14])[CH2:2][C:1]#[N:3]. (3) Given the reactants [NH2:1][C:2]1[C:13]([Br:14])=[CH:12][C:11]([Br:15])=[CH:10][C:3]=1[C:4]([N:6]([CH2:8][CH3:9])[NH2:7])=[O:5].N1C=CC=CC=1.Cl[C:23]([O:25][CH3:26])=[O:24], predict the reaction product. The product is: [NH2:1][C:2]1[C:13]([Br:14])=[CH:12][C:11]([Br:15])=[CH:10][C:3]=1[C:4]([N:6]([CH2:8][CH3:9])[NH:7][C:23]([O:25][CH3:26])=[O:24])=[O:5]. (4) Given the reactants [N+:1]([C:4]1[CH:12]=[C:11]([NH2:13])[CH:10]=[CH:9][C:5]=1[C:6]([OH:8])=[O:7])([O-:3])=[O:2].[CH2:14](Cl)Cl.CO, predict the reaction product. The product is: [N+:1]([C:4]1[CH:12]=[C:11]([NH2:13])[CH:10]=[CH:9][C:5]=1[C:6]([O:8][CH3:14])=[O:7])([O-:3])=[O:2]. (5) Given the reactants [NH:1]1[CH2:6][CH2:5][CH2:4][CH2:3][CH:2]1[CH:7](O)[CH3:8].[Br-].[K+].Cl.Cl[O-].[Na+].Cl([O-])=[O:17].[Na+].[OH2:20], predict the reaction product. The product is: [NH:1]1[CH2:6][CH2:5][CH2:4][CH2:3][CH:2]1[CH2:7][C:8]([OH:17])=[O:20].